Dataset: TCR-epitope binding with 47,182 pairs between 192 epitopes and 23,139 TCRs. Task: Binary Classification. Given a T-cell receptor sequence (or CDR3 region) and an epitope sequence, predict whether binding occurs between them. (1) The epitope is AMFWSVPTV. The TCR CDR3 sequence is CASSLALPYEQYF. Result: 1 (the TCR binds to the epitope). (2) The epitope is VVYRGTTTY. The TCR CDR3 sequence is CASSPPGTSGNNEQFF. Result: 1 (the TCR binds to the epitope). (3) The epitope is ELAGIGILTV. The TCR CDR3 sequence is CASSIDGGGPGNEQFF. Result: 1 (the TCR binds to the epitope).